Predict the reaction yield, written as a fraction of the theoretical maximum amount of product (1.0 means a 100% yield; for example, 0.34 means a 34% yield). From a dataset of Reaction yield outcomes from USPTO patents with 853,638 reactions. The reactants are C([O:3][C:4](=[O:21])[CH:5]=[C:6]1[CH2:11][CH2:10][CH:9]([CH2:12][NH:13][C:14]([O:16][C:17]([CH3:20])([CH3:19])[CH3:18])=[O:15])[CH2:8][CH2:7]1)C.[OH-].[Na+]. The catalyst is CO.C1COCC1. The product is [C:17]([O:16][C:14]([NH:13][CH2:12][CH:9]1[CH2:8][CH2:7][C:6](=[CH:5][C:4]([OH:21])=[O:3])[CH2:11][CH2:10]1)=[O:15])([CH3:20])([CH3:18])[CH3:19]. The yield is 0.640.